Dataset: Full USPTO retrosynthesis dataset with 1.9M reactions from patents (1976-2016). Task: Predict the reactants needed to synthesize the given product. Given the product [NH2:2][N:3]1[C:12](=[O:13])[C:11]2[C:6](=[C:7]([CH3:23])[C:8]([N:15]3[CH2:19][CH:18]([CH3:20])[CH:17]([CH2:21][NH:22][CH2:37][CH2:36][C:35]#[N:38])[CH2:16]3)=[C:9]([F:14])[CH:10]=2)[N:5]([CH:24]2[CH2:26][CH2:25]2)[C:4]1=[O:27], predict the reactants needed to synthesize it. The reactants are: Cl.[NH2:2][N:3]1[C:12](=[O:13])[C:11]2[C:6](=[C:7]([CH3:23])[C:8]([N:15]3[CH2:19][C@@H:18]([CH3:20])[C@H:17]([CH2:21][NH2:22])[CH2:16]3)=[C:9]([F:14])[CH:10]=2)[N:5]([CH:24]2[CH2:26][CH2:25]2)[C:4]1=[O:27].C(N(CC)CC)C.[C:35](#[N:38])[CH:36]=[CH2:37].